From a dataset of CYP2C9 inhibition data for predicting drug metabolism from PubChem BioAssay. Regression/Classification. Given a drug SMILES string, predict its absorption, distribution, metabolism, or excretion properties. Task type varies by dataset: regression for continuous measurements (e.g., permeability, clearance, half-life) or binary classification for categorical outcomes (e.g., BBB penetration, CYP inhibition). Dataset: cyp2c9_veith. (1) The molecule is COc1ccc(CCn2c(C)cc(C(=O)CSc3nc(N)cc(=O)[nH]3)c2C)cc1. The result is 1 (inhibitor). (2) The drug is Cc1ccc2cc(C#N)c(SCC(=O)N3CCCc4ccccc43)nc2c1C. The result is 1 (inhibitor). (3) The drug is CN(C)c1ccc(-c2ccc3ncnc(NC4CC4)c3c2)cc1. The result is 0 (non-inhibitor). (4) The compound is CCCc1cc2c(n1Cc1ccc(OC)cc1)C(C)C1CN(C(=O)c3ccccc3)C(C)(C(=O)OC)C21. The result is 1 (inhibitor). (5) The compound is O=C(O)[C@@H]1[C@H]2C(=O)C=C[C@H]([C@@H]1C(=O)O)N2Cc1ccccc1. The result is 0 (non-inhibitor). (6) The drug is C[C@@H](Cc1ccc(O)c(O)c1)[C@H](C)Cc1ccc(O)c(O)c1. The result is 1 (inhibitor). (7) The compound is CC(C)(C)NC[C@@H](O)c1ccc(O)c(CO)n1. The result is 0 (non-inhibitor). (8) The molecule is CC(=O)NNC(=O)N1Cc2ccccc2Oc2ccc(Cl)cc21. The result is 0 (non-inhibitor).